This data is from Forward reaction prediction with 1.9M reactions from USPTO patents (1976-2016). The task is: Predict the product of the given reaction. (1) The product is: [ClH:1].[ClH:15].[CH3:14][C:4]1[C:3]([CH2:2][NH:28][C:29]([SH:30])=[NH:31])=[C:8]([CH3:9])[C:7]([CH3:10])=[C:6]([CH3:11])[C:5]=1[CH2:12][NH:31][C:29]([SH:30])=[NH:28]. Given the reactants [Cl:1][CH2:2][C:3]1[C:8]([CH3:9])=[C:7]([CH3:10])[C:6]([CH3:11])=[C:5]([CH2:12]Cl)[C:4]=1[CH3:14].[Cl:15]CC1C(C)=C(CCl)C(C)=CC=1C.[NH2:28][C:29]([NH2:31])=[S:30], predict the reaction product. (2) Given the reactants Cl[C:2]1[N:3]([CH2:10][C:11]([CH3:31])([OH:30])[CH2:12][N:13]2[CH2:18][CH2:17][CH:16]([O:19][C:20]3[CH:25]=[CH:24][C:23]([C:26]([F:29])([F:28])[F:27])=[CH:22][CH:21]=3)[CH2:15][CH2:14]2)[CH:4]=[C:5]([N+:7]([O-:9])=[O:8])[N:6]=1.[H-].[Na+].C(OCC)(=O)C, predict the reaction product. The product is: [CH3:31][C:11]1([CH2:12][N:13]2[CH2:18][CH2:17][CH:16]([O:19][C:20]3[CH:25]=[CH:24][C:23]([C:26]([F:29])([F:28])[F:27])=[CH:22][CH:21]=3)[CH2:15][CH2:14]2)[O:30][C:2]2=[N:6][C:5]([N+:7]([O-:9])=[O:8])=[CH:4][N:3]2[CH2:10]1.